Dataset: Catalyst prediction with 721,799 reactions and 888 catalyst types from USPTO. Task: Predict which catalyst facilitates the given reaction. (1) Reactant: [O:1]=[CH:2][CH2:3][C@H:4]1[CH2:8][CH2:7][CH2:6][N:5]1[C:9]([O:11][C:12]([CH3:15])([CH3:14])[CH3:13])=[O:10].[Cl:16][C:17]1[CH:18]=[C:19]([Mg]Br)[CH:20]=[CH:21][C:22]=1[F:23]. Product: [Cl:16][C:17]1[CH:18]=[C:19]([CH:2]([OH:1])[CH2:3][C@H:4]2[CH2:8][CH2:7][CH2:6][N:5]2[C:9]([O:11][C:12]([CH3:15])([CH3:14])[CH3:13])=[O:10])[CH:20]=[CH:21][C:22]=1[F:23]. The catalyst class is: 1. (2) Reactant: [C:1]([C:3]1[CH:4]=[C:5]([NH:9][C:10]2[C:11]3[CH:19]=[C:18](F)[N:17]=[CH:16][C:12]=3[N:13]=[CH:14][N:15]=2)[CH:6]=[CH:7][CH:8]=1)#[CH:2].[CH3:21][O:22][C:23]1[CH:30]=[CH:29][C:26]([CH2:27][NH2:28])=[CH:25][CH:24]=1. Product: [C:1]([C:3]1[CH:4]=[C:5]([NH:9][C:10]2[C:11]3[CH:19]=[C:18]([NH:28][CH2:27][C:26]4[CH:29]=[CH:30][C:23]([O:22][CH3:21])=[CH:24][CH:25]=4)[N:17]=[CH:16][C:12]=3[N:13]=[CH:14][N:15]=2)[CH:6]=[CH:7][CH:8]=1)#[CH:2]. The catalyst class is: 16. (3) Reactant: Cl.Cl.[NH2:3][C:4]1[N:9]=[CH:8][N:7]=[C:6]2[N:10]([CH:16]([C:18]3[C:19]([O:31][CH3:32])=[C:20]([CH:27]4[CH2:30][NH:29][CH2:28]4)[C:21]([CH3:26])=[C:22]([CH:25]=3)[C:23]#[N:24])[CH3:17])[N:11]=[C:12]([CH:13]([F:15])[F:14])[C:5]=12.C(N(CC)CC)C.[CH3:40][C@H:41]1[CH2:43][O:42]1. Product: [NH2:3][C:4]1[N:9]=[CH:8][N:7]=[C:6]2[N:10]([CH:16]([C:18]3[C:19]([O:31][CH3:32])=[C:20]([CH:27]4[CH2:30][N:29]([CH2:40][C@@H:41]([OH:42])[CH3:43])[CH2:28]4)[C:21]([CH3:26])=[C:22]([CH:25]=3)[C:23]#[N:24])[CH3:17])[N:11]=[C:12]([CH:13]([F:14])[F:15])[C:5]=12. The catalyst class is: 32. (4) Reactant: [CH:1]1([CH:6]([O:19][CH3:20])[C:7]2[CH:12]=[CH:11][C:10]([C:13]([F:16])([F:15])[F:14])=[CH:9][C:8]=2[CH2:17]O)[CH2:5][CH2:4][CH2:3][CH2:2]1.C(Br)(Br)(Br)[Br:22].C1(P(C2C=CC=CC=2)C2C=CC=CC=2)C=CC=CC=1. Product: [Br:22][CH2:17][C:8]1[CH:9]=[C:10]([C:13]([F:16])([F:15])[F:14])[CH:11]=[CH:12][C:7]=1[C@H:6]([CH:1]1[CH2:5][CH2:4][CH2:3][CH2:2]1)[O:19][CH3:20]. The catalyst class is: 2. (5) Reactant: Br[C:2]1[CH:7]=[CH:6][C:5]([F:8])=[CH:4][C:3]=1[C:9]([N:11]1[CH2:18][CH2:17][C@@H:16]2[C@@H:13]([N:14]([C:19]3[N:24]=[C:23]([CH3:25])[CH:22]=[C:21]([CH3:26])[N:20]=3)[CH2:15]2)[CH2:12]1)=[O:10].[N:27]1[CH:32]=[C:31](B(O)O)[CH:30]=[N:29][CH:28]=1.C([O-])([O-])=O.[K+].[K+].O1CCOCC1. Product: [CH3:26][C:21]1[CH:22]=[C:23]([CH3:25])[N:24]=[C:19]([N:14]2[C@@H:13]3[C@@H:16]([CH2:17][CH2:18][N:11]([C:9]([C:3]4[CH:4]=[C:5]([F:8])[CH:6]=[CH:7][C:2]=4[C:31]4[CH:32]=[N:27][CH:28]=[N:29][CH:30]=4)=[O:10])[CH2:12]3)[CH2:15]2)[N:20]=1. The catalyst class is: 6. (6) Reactant: [OH:1][C:2]1[CH:9]=[CH:8][C:5]([CH:6]=[CH2:7])=[CH:4][CH:3]=1.[CH2:10]=[CH:11][C:12]1[CH:17]=[CH:16][CH:15]=[CH:14][CH:13]=1.[C:18]([O:22][C:23]([CH3:26])([CH3:25])[CH3:24])(=[O:21])[CH:19]=[CH2:20].CC(N=NC(C#N)(C)C)(C#N)C. Product: [OH:1][C:2]1[CH:9]=[CH:8][C:5]([CH:6]=[CH2:7])=[CH:4][CH:3]=1.[CH2:10]=[CH:11][C:12]1[CH:17]=[CH:16][CH:15]=[CH:14][CH:13]=1.[C:18]([O:22][C:23]([CH3:26])([CH3:25])[CH3:24])(=[O:21])[CH:19]=[CH2:20]. The catalyst class is: 252.